Dataset: Reaction yield outcomes from USPTO patents with 853,638 reactions. Task: Predict the reaction yield, written as a fraction of the theoretical maximum amount of product (1.0 means a 100% yield; for example, 0.34 means a 34% yield). The reactants are [Cl:1][C:2]1[CH:3]=[C:4]([C:8]([CH3:13])([CH3:12])[C:9](=[O:11])[CH3:10])[CH:5]=[CH:6][CH:7]=1.[S:14]([Cl:18])(=O)(=[O:16])[OH:15].O=S(Cl)Cl. The catalyst is C(Cl)(Cl)Cl. The product is [Cl:1][C:2]1[CH:3]=[C:4]([C:8]([CH3:13])([C:9](=[O:11])[CH3:10])[CH3:12])[CH:5]=[CH:6][C:7]=1[S:14]([Cl:18])(=[O:16])=[O:15]. The yield is 0.430.